Dataset: NCI-60 drug combinations with 297,098 pairs across 59 cell lines. Task: Regression. Given two drug SMILES strings and cell line genomic features, predict the synergy score measuring deviation from expected non-interaction effect. (1) Drug 1: CCCS(=O)(=O)NC1=C(C(=C(C=C1)F)C(=O)C2=CNC3=C2C=C(C=N3)C4=CC=C(C=C4)Cl)F. Drug 2: CN(C)N=NC1=C(NC=N1)C(=O)N. Cell line: UACC62. Synergy scores: CSS=43.9, Synergy_ZIP=3.61, Synergy_Bliss=2.24, Synergy_Loewe=-7.38, Synergy_HSA=2.95. (2) Drug 1: CCC1=C2CN3C(=CC4=C(C3=O)COC(=O)C4(CC)O)C2=NC5=C1C=C(C=C5)O. Drug 2: CN(CCCl)CCCl.Cl. Cell line: MDA-MB-435. Synergy scores: CSS=18.3, Synergy_ZIP=-3.65, Synergy_Bliss=-0.811, Synergy_Loewe=-1.96, Synergy_HSA=-1.70. (3) Drug 1: C1=NC2=C(N=C(N=C2N1C3C(C(C(O3)CO)O)O)F)N. Drug 2: CS(=O)(=O)OCCCCOS(=O)(=O)C. Cell line: SW-620. Synergy scores: CSS=13.8, Synergy_ZIP=-3.69, Synergy_Bliss=-2.45, Synergy_Loewe=-2.14, Synergy_HSA=-1.76. (4) Drug 1: CN1CCC(CC1)COC2=C(C=C3C(=C2)N=CN=C3NC4=C(C=C(C=C4)Br)F)OC. Drug 2: CS(=O)(=O)CCNCC1=CC=C(O1)C2=CC3=C(C=C2)N=CN=C3NC4=CC(=C(C=C4)OCC5=CC(=CC=C5)F)Cl. Cell line: HT29. Synergy scores: CSS=6.16, Synergy_ZIP=0.842, Synergy_Bliss=3.09, Synergy_Loewe=-6.39, Synergy_HSA=-2.47. (5) Synergy scores: CSS=50.8, Synergy_ZIP=5.50, Synergy_Bliss=4.11, Synergy_Loewe=-13.7, Synergy_HSA=2.75. Drug 1: CC1=CC2C(CCC3(C2CCC3(C(=O)C)OC(=O)C)C)C4(C1=CC(=O)CC4)C. Drug 2: CNC(=O)C1=NC=CC(=C1)OC2=CC=C(C=C2)NC(=O)NC3=CC(=C(C=C3)Cl)C(F)(F)F. Cell line: COLO 205. (6) Drug 1: C1=NNC2=C1C(=O)NC=N2. Drug 2: COCCOC1=C(C=C2C(=C1)C(=NC=N2)NC3=CC=CC(=C3)C#C)OCCOC.Cl. Cell line: UO-31. Synergy scores: CSS=18.1, Synergy_ZIP=2.55, Synergy_Bliss=4.02, Synergy_Loewe=-3.41, Synergy_HSA=2.24. (7) Drug 1: C1CCC(CC1)NC(=O)N(CCCl)N=O. Drug 2: CS(=O)(=O)CCNCC1=CC=C(O1)C2=CC3=C(C=C2)N=CN=C3NC4=CC(=C(C=C4)OCC5=CC(=CC=C5)F)Cl. Cell line: SNB-75. Synergy scores: CSS=26.0, Synergy_ZIP=-6.91, Synergy_Bliss=1.91, Synergy_Loewe=-1.88, Synergy_HSA=2.91.